Task: Predict the product of the given reaction.. Dataset: Forward reaction prediction with 1.9M reactions from USPTO patents (1976-2016) (1) Given the reactants [Cl:1][C:2]1[S:6][C:5]([CH:7]=[CH:8]N(C)C)=[N:4][CH:3]=1.[N+]([O-])([O-])=O.[CH3:16][O:17][C:18]1[CH:19]=[C:20]([NH:28][C:29]([NH2:31])=[NH2+:30])[CH:21]=[C:22]([O:26][CH3:27])[C:23]=1[O:24][CH3:25].[OH-].[Na+].[CH:34](O)(C)C, predict the reaction product. The product is: [Cl:1][C:2]1[S:6][C:5]([C:7]2[CH:8]=[CH:34][N:31]=[C:29]([NH:28][C:20]3[CH:21]=[C:22]([O:26][CH3:27])[C:23]([O:24][CH3:25])=[C:18]([O:17][CH3:16])[CH:19]=3)[N:30]=2)=[N:4][CH:3]=1. (2) Given the reactants [Cl:1][C:2]1[CH:7]=[CH:6][N:5]=[C:4]([NH2:8])[CH:3]=1.[C:9](O[C:9]([O:11][C:12]([CH3:15])([CH3:14])[CH3:13])=[O:10])([O:11][C:12]([CH3:15])([CH3:14])[CH3:13])=[O:10], predict the reaction product. The product is: [Cl:1][C:2]1[CH:7]=[CH:6][N:5]=[C:4]([NH:8][C:9](=[O:10])[O:11][C:12]([CH3:15])([CH3:14])[CH3:13])[CH:3]=1. (3) The product is: [CH2:7]([C:8]1[N:9]=[N:10][C:11]2[C:6]([C:7]=1[C:18]1[CH:23]=[CH:22][CH:21]=[C:20]([O:24][CH2:30][C:29]3[CH:32]=[CH:33][CH:34]=[C:27]([C:26]([F:36])([F:35])[F:25])[CH:28]=3)[CH:19]=1)=[CH:5][CH:4]=[CH:3][C:2]=2[Cl:1])[C:6]1[CH:11]=[CH:2][CH:3]=[CH:4][CH:5]=1. Given the reactants [Cl:1][C:2]1[CH:3]=[CH:4][CH:5]=[C:6]2[C:11]=1[N:10]=[N:9][C:8](C1C=CC=CC=1)=[C:7]2[C:18]1[CH:19]=[C:20]([OH:24])[CH:21]=[CH:22][CH:23]=1.[F:25][C:26]([F:36])([F:35])[C:27]1[CH:28]=[C:29]([CH:32]=[CH:33][CH:34]=1)[CH2:30]Br, predict the reaction product. (4) Given the reactants F[C:2](F)(F)C(O)=O.[N:8]1[C:17]2[C:12](=[CH:13][CH:14]=[CH:15][CH:16]=2)[CH:11]=[C:10]([C:18]2[CH:23]=[C:22]([C:24]3[NH:32][C:31]4[CH2:30][CH2:29][NH:28][C:27](=[O:33])[C:26]=4[CH:25]=3)[CH:21]=[CH:20][N:19]=2)[CH:9]=1.[H-].[Na+].CI, predict the reaction product. The product is: [CH3:2][N:32]1[C:31]2[CH2:30][CH2:29][NH:28][C:27](=[O:33])[C:26]=2[CH:25]=[C:24]1[C:22]1[CH:21]=[CH:20][N:19]=[C:18]([C:10]2[CH:9]=[N:8][C:17]3[C:12]([CH:11]=2)=[CH:13][CH:14]=[CH:15][CH:16]=3)[CH:23]=1. (5) Given the reactants [Cl:1][C:2]1[CH:3]=[C:4]([C:8]2[N:9]=[C:10]([N:16]3[C:20]4[CH:21]=[C:22]([O:27][CH2:28][CH2:29][CH2:30]O)[C:23]([O:25][CH3:26])=[CH:24][C:19]=4[N:18]=[CH:17]3)[S:11][C:12]=2[C:13]([NH2:15])=[O:14])[CH:5]=[CH:6][CH:7]=1.[CH2:32]([N:34]([CH2:37]C)[CH2:35][CH3:36])[CH3:33].CS(Cl)(=O)=O.[Cl-].[NH4+:45], predict the reaction product. The product is: [Cl:1][C:2]1[CH:3]=[C:4]([C:8]2[N:9]=[C:10]([N:16]3[C:20]4[CH:21]=[C:22]([O:27][CH2:28][CH2:29][CH2:30][N:45]5[CH2:36][CH2:35][N:34]([CH3:37])[CH2:32][CH2:33]5)[C:23]([O:25][CH3:26])=[CH:24][C:19]=4[N:18]=[CH:17]3)[S:11][C:12]=2[C:13]([NH2:15])=[O:14])[CH:5]=[CH:6][CH:7]=1. (6) Given the reactants C(O[C:6](=O)[N:7]([C@@H:9]([C:14](=[O:37])[NH:15][C@H:16]([C:26](=[O:36])[NH:27][CH2:28][C:29]1[CH:30]=[N:31][C:32]([NH2:35])=[CH:33][CH:34]=1)[CH2:17][C:18]1[CH:23]=[CH:22][C:21]([Cl:24])=[C:20]([Cl:25])[CH:19]=1)[CH:10]([CH3:13])[CH2:11][CH3:12])C)(C)(C)C.[ClH:39], predict the reaction product. The product is: [ClH:24].[ClH:39].[NH2:35][C:32]1[N:31]=[CH:30][C:29]([CH2:28][NH:27][C:26]([C@@H:16]([NH:15][C:14](=[O:37])[C@H:9]([NH:7][CH3:6])[CH:10]([CH3:13])[CH2:11][CH3:12])[CH2:17][C:18]2[CH:23]=[CH:22][C:21]([Cl:24])=[C:20]([Cl:25])[CH:19]=2)=[O:36])=[CH:34][CH:33]=1. (7) Given the reactants [C:1](Cl)(=O)[C:2]([Cl:4])=[O:3].[F:7][C:8]1[C:16]([C:17]([F:20])([F:19])[F:18])=[CH:15][CH:14]=[CH:13]C=1C(O)=O.CN(C=O)C, predict the reaction product. The product is: [F:7][C:8]1[C:16]([C:17]([F:20])([F:19])[F:18])=[CH:15][CH:14]=[CH:13][C:1]=1[C:2]([Cl:4])=[O:3].